This data is from Full USPTO retrosynthesis dataset with 1.9M reactions from patents (1976-2016). The task is: Predict the reactants needed to synthesize the given product. (1) Given the product [Cl:3][CH2:23][C:21]1[CH:20]=[CH:19][CH:18]=[C:17]([C:13]2[CH:14]=[CH:15][CH:16]=[C:11]([Cl:10])[CH:12]=2)[N:22]=1, predict the reactants needed to synthesize it. The reactants are: S(Cl)([Cl:3])=O.CN(C)C=O.[Cl:10][C:11]1[CH:12]=[C:13]([C:17]2[N:22]=[C:21]([CH2:23]O)[CH:20]=[CH:19][CH:18]=2)[CH:14]=[CH:15][CH:16]=1. (2) Given the product [S:12]([C:17]1[CH:23]=[CH:22][C:20]([CH3:21])=[CH:19][CH:18]=1)([O-:15])(=[O:14])=[O:13].[CH3:16][N:7]1[CH:8]=[CH:9][C:10]2=[NH+:11][CH:3]([S:2][CH3:1])[S:4][C:5]2=[CH:6]1, predict the reactants needed to synthesize it. The reactants are: [CH3:1][S:2][C:3]1[S:4][C:5]2[CH:6]=[N:7][CH:8]=[CH:9][C:10]=2[N:11]=1.[S:12]([C:17]1[CH:23]=[CH:22][C:20]([CH3:21])=[CH:19][CH:18]=1)([O:15][CH3:16])(=[O:14])=[O:13]. (3) Given the product [C:11]([C:7]1[CH:8]=[C:9]([CH:10]=[C:5]([C:1]([CH3:4])([CH3:3])[CH3:2])[C:6]=1[OH:15])[C:16]([OH:20])=[O:17])([CH3:14])([CH3:13])[CH3:12], predict the reactants needed to synthesize it. The reactants are: [C:1]([C:5]1[CH:10]=[CH:9][CH:8]=[C:7]([C:11]([CH3:14])([CH3:13])[CH3:12])[C:6]=1[OH:15])([CH3:4])([CH3:3])[CH3:2].[CH3:16][O-:17].[Na+].C[OH:20]. (4) The reactants are: [NH2:1][C:2]1[N:7]=[C:6]([NH2:8])[CH:5]=[C:4]([OH:9])[N:3]=1.[C:10]([O-])(=O)[CH3:11].[Na+].ClCC=O. Given the product [NH2:1][C:2]1[N:3]=[C:4]([OH:9])[C:5]2[CH:11]=[CH:10][NH:8][C:6]=2[N:7]=1, predict the reactants needed to synthesize it. (5) Given the product [NH2:44][CH:41]1[CH2:42][CH2:43][CH:38]([CH2:37][NH:36][C:2]2[CH:3]=[CH:4][CH:5]=[C:6]([C:8]3[C:16]4[C:11](=[N:12][CH:13]=[CH:14][CH:15]=4)[NH:10][N:9]=3)[N:7]=2)[CH2:39][CH2:40]1, predict the reactants needed to synthesize it. The reactants are: Br[C:2]1[N:7]=[C:6]([C:8]2[C:16]3[C:11](=[N:12][CH:13]=[CH:14][CH:15]=3)[N:10](C(C3C=CC=CC=3)(C3C=CC=CC=3)C3C=CC=CC=3)[N:9]=2)[CH:5]=[CH:4][CH:3]=1.[NH2:36][CH2:37][CH:38]1[CH2:43][CH2:42][CH:41]([NH:44]C(=O)OC(C)(C)C)[CH2:40][CH2:39]1.C1(P(C2CCCCC2)C2C=CC=CC=2C2C=CC=CC=2C)CCCCC1.CC(C)([O-])C.[Na+]. (6) Given the product [ClH:1].[Cl:1][C:2]1[CH:7]=[CH:6][N:5]=[C:4]([NH:8][C:9]2[CH:14]=[CH:13][C:12]([S:16]([Cl:15])(=[O:18])=[O:17])=[CH:11][CH:10]=2)[N:3]=1, predict the reactants needed to synthesize it. The reactants are: [Cl:1][C:2]1[CH:7]=[CH:6][N:5]=[C:4]([NH:8][C:9]2[CH:14]=[CH:13][CH:12]=[CH:11][CH:10]=2)[N:3]=1.[Cl:15][S:16](O)(=[O:18])=[O:17]. (7) Given the product [F:23][C:24]1[CH:32]=[CH:31][C:27]([C:28]([NH:14][C:15]2[CH:22]=[CH:21][C:18]([CH2:19][NH:20][C:5]3[C:4]4[C:9](=[CH:10][CH:11]=[C:2]([CH3:1])[CH:3]=4)[N:8]=[C:7]([NH:34][CH3:33])[N:6]=3)=[CH:17][CH:16]=2)=[O:29])=[CH:26][CH:25]=1, predict the reactants needed to synthesize it. The reactants are: [CH3:1][C:2]1[CH:3]=[C:4]2[C:9](=[CH:10][CH:11]=1)[N:8]=[C:7](Cl)[N:6]=[C:5]2Cl.[NH2:14][C:15]1[CH:22]=[CH:21][C:18]([CH2:19][NH2:20])=[CH:17][CH:16]=1.[F:23][C:24]1[CH:32]=[CH:31][C:27]([C:28](Cl)=[O:29])=[CH:26][CH:25]=1.[CH3:33][NH2:34]. (8) Given the product [Cl:1][C:2]1[CH:3]=[CH:4][C:5]([F:12])=[C:6]([CH2:8][CH2:9][OH:10])[CH:7]=1, predict the reactants needed to synthesize it. The reactants are: [Cl:1][C:2]1[CH:3]=[CH:4][C:5]([F:12])=[C:6]([CH2:8][C:9](O)=[O:10])[CH:7]=1.[H-].[Al+3].[Li+].[H-].[H-].[H-].[OH-].[K+]. (9) Given the product [C:7]([O:11][C:12]([N:14]1[CH2:19][CH2:18][N:17]([C:20]([O:22][CH2:23][C:24]2[CH:29]=[CH:28][CH:27]=[C:26]([O:30][CH2:32][CH2:33][C:34]3[CH:39]=[CH:38][CH:37]=[CH:36][CH:35]=3)[CH:25]=2)=[O:21])[CH2:16][CH2:15]1)=[O:13])([CH3:10])([CH3:8])[CH3:9], predict the reactants needed to synthesize it. The reactants are: C(=O)([O-])[O-].[K+].[K+].[C:7]([O:11][C:12]([N:14]1[CH2:19][CH2:18][N:17]([C:20]([O:22][CH2:23][C:24]2[CH:29]=[CH:28][CH:27]=[C:26]([OH:30])[CH:25]=2)=[O:21])[CH2:16][CH2:15]1)=[O:13])([CH3:10])([CH3:9])[CH3:8].Br[CH2:32][CH2:33][C:34]1[CH:39]=[CH:38][CH:37]=[CH:36][CH:35]=1.